Dataset: Full USPTO retrosynthesis dataset with 1.9M reactions from patents (1976-2016). Task: Predict the reactants needed to synthesize the given product. (1) Given the product [NH2:7][C@H:8]([CH:26]1[CH2:31][CH2:30][CH2:29][CH2:28][CH2:27]1)[CH2:9][CH2:10][C:11]([N:12]([CH:19]1[CH2:20][CH2:21][CH2:22][CH2:23][CH2:24]1)[CH2:13][C:14]1[NH:18][CH:17]=[CH:16][N:15]=1)=[O:25], predict the reactants needed to synthesize it. The reactants are: C(OC(=O)[NH:7][C@H:8]([CH:26]1[CH2:31][CH2:30][CH2:29][CH2:28][CH2:27]1)[CH2:9][CH2:10][C:11](=[O:25])[N:12]([CH:19]1[CH2:24][CH2:23][CH2:22][CH2:21][CH2:20]1)[CH2:13][C:14]1[NH:15][CH:16]=[CH:17][N:18]=1)(C)(C)C.FC(F)(F)C(O)=O. (2) Given the product [CH:1]1([NH:6][C:7]2[N:12]3[N:13]=[C:14]([C:23]4[CH:28]=[CH:27][C:26]([O:29][CH3:30])=[CH:25][CH:24]=4)[C:15]([C:16]4[CH:17]=[CH:18][N:40]=[C:38]([NH:37][CH:32]5[CH2:36][CH2:35][CH2:34][CH2:33]5)[N:39]=4)=[C:11]3[CH:10]=[CH:9][CH:8]=2)[CH2:2][CH2:3][CH2:4][CH2:5]1, predict the reactants needed to synthesize it. The reactants are: [CH:1]1([NH:6][C:7]2[N:12]3[N:13]=[C:14]([C:23]4[CH:28]=[CH:27][C:26]([O:29][CH3:30])=[CH:25][CH:24]=4)[C:15]([C:16](=O)/[CH:17]=[CH:18]/N(C)C)=[C:11]3[CH:10]=[CH:9][CH:8]=2)[CH2:5][CH2:4][CH2:3][CH2:2]1.Cl.[CH:32]1([NH:37][C:38]([NH2:40])=[NH:39])[CH2:36][CH2:35][CH2:34][CH2:33]1.C(=O)([O-])[O-].[K+].[K+].O. (3) Given the product [CH2:32]([C@H:26]([NH:25][C:23](=[O:24])[O:22][C:18]([CH3:19])([CH3:20])[CH3:21])[C@@H:27]([OH:31])[C:28]([NH:1][C:2]1[NH:6][C:5]([CH3:7])=[CH:4][N:3]=1)=[O:30])[C:33]1[CH:38]=[CH:37][CH:36]=[CH:35][CH:34]=1, predict the reactants needed to synthesize it. The reactants are: [NH2:1][C:2]1[N:3](C(OCC2C=CC=CC=2)=O)[CH:4]=[C:5]([CH3:7])[N:6]=1.[C:18]([O:22][C:23]([NH:25][C@@H:26]([CH2:32][C:33]1[CH:38]=[CH:37][CH:36]=[CH:35][CH:34]=1)[C@@H:27]([OH:31])[C:28]([OH:30])=O)=[O:24])([CH3:21])([CH3:20])[CH3:19].C1C=CC2N(O)N=NC=2C=1.O.CCN=C=NCCCN(C)C.Cl.C([O-])=O.[NH4+]. (4) Given the product [CH3:13][O:14][C:15]1[CH:16]=[C:17]2[C:18](=[CH:22][CH:23]=1)[C:19](=[O:21])[O:20][CH2:1][CH2:24]2, predict the reactants needed to synthesize it. The reactants are: [CH2:1]([Li])CCC.C(NC(C)C)(C)C.[CH3:13][O:14][C:15]1[CH:23]=[CH:22][C:18]([C:19]([OH:21])=[O:20])=[C:17]([CH3:24])[CH:16]=1.C=O. (5) The reactants are: [C:1]([O:5][C:6]([NH:8][C@@H:9]([CH2:13][CH:14]1[CH2:19][CH2:18][N:17]([C:20]([O:22][C:23]([CH3:26])([CH3:25])[CH3:24])=[O:21])[CH2:16][CH2:15]1)[C:10]([OH:12])=O)=[O:7])([CH3:4])([CH3:3])[CH3:2].[NH2:27][C:28]1[CH:29]=[N:30][C:31]2[C:36]([CH:37]=1)=[CH:35][CH:34]=[CH:33][CH:32]=2.C[N+]1(C2N=C(OC)N=C(OC)N=2)CCOCC1.[Cl-]. Given the product [C:1]([O:5][C:6]([NH:8][C@H:9]([C:10](=[O:12])[NH:27][C:28]1[CH:29]=[N:30][C:31]2[C:36]([CH:37]=1)=[CH:35][CH:34]=[CH:33][CH:32]=2)[CH2:13][CH:14]1[CH2:15][CH2:16][N:17]([C:20]([O:22][C:23]([CH3:26])([CH3:25])[CH3:24])=[O:21])[CH2:18][CH2:19]1)=[O:7])([CH3:4])([CH3:2])[CH3:3], predict the reactants needed to synthesize it. (6) Given the product [NH:8]1[CH2:13][CH2:12][CH:11]([N:14]2[CH:18]=[C:17]([NH:19][C:20](=[O:37])[CH:21]([NH:25][C:26](=[O:36])[CH2:27][C:28]3[CH:33]=[C:32]([F:34])[CH:31]=[C:30]([F:35])[CH:29]=3)[CH2:22][CH2:23][CH3:24])[N:16]=[CH:15]2)[CH2:10][CH2:9]1, predict the reactants needed to synthesize it. The reactants are: C(OC([N:8]1[CH2:13][CH2:12][CH:11]([N:14]2[CH:18]=[C:17]([NH:19][C:20](=[O:37])[CH:21]([NH:25][C:26](=[O:36])[CH2:27][C:28]3[CH:33]=[C:32]([F:34])[CH:31]=[C:30]([F:35])[CH:29]=3)[CH2:22][CH2:23][CH3:24])[N:16]=[CH:15]2)[CH2:10][CH2:9]1)=O)(C)(C)C.FC(F)(F)C(O)=O.C(=O)(O)[O-].[Na+]. (7) Given the product [CH3:30][O:29][C:15]1[CH:14]=[C:13]2[C:18]([C:19](=[O:20])[NH:10][CH:11]=[N:12]2)=[C:17]([O:21][CH:22]2[CH2:27][CH2:26][N:25]([CH3:28])[CH2:24][CH2:23]2)[CH:16]=1, predict the reactants needed to synthesize it. The reactants are: N.C(OC[N:10]1[C:19](=[O:20])[C:18]2[C:13](=[CH:14][C:15]([O:29][CH3:30])=[CH:16][C:17]=2[O:21][CH:22]2[CH2:27][CH2:26][N:25]([CH3:28])[CH2:24][CH2:23]2)[N:12]=[CH:11]1)(=O)C(C)(C)C. (8) Given the product [Cl:20][C:17]1[CH:18]=[CH:19][C:14]([C@H:7]2[C@H:8]([OH:13])[C@@H:9]([OH:12])[C@H:10]([OH:11])[C@@H:5]([CH2:4][N:1]3[CH:33]=[C:32]([CH2:31][OH:34])[N:3]=[N:2]3)[O:6]2)=[CH:15][C:16]=1[CH2:21][C:22]1[CH:23]=[CH:24][C:25]([O:28][CH2:29][CH3:30])=[CH:26][CH:27]=1, predict the reactants needed to synthesize it. The reactants are: [N:1]([CH2:4][C@@H:5]1[C@@H:10]([OH:11])[C@H:9]([OH:12])[C@@H:8]([OH:13])[C@H:7]([C:14]2[CH:19]=[CH:18][C:17]([Cl:20])=[C:16]([CH2:21][C:22]3[CH:27]=[CH:26][C:25]([O:28][CH2:29][CH3:30])=[CH:24][CH:23]=3)[CH:15]=2)[O:6]1)=[N+:2]=[N-:3].[CH2:31]([OH:34])[C:32]#[CH:33]. (9) The reactants are: [NH:1]1[CH:5]=[CH:4][N:3]=[CH:2]1.[H-].[Na+].I[CH2:9][CH2:10][CH2:11][Si:12]([O:17][CH3:18])([O:15][CH3:16])[O:13][CH3:14].ClCCl. Given the product [CH3:14][O:13][Si:12]([CH2:11][CH2:10][CH2:9][C:2]1[NH:1][CH:5]=[CH:4][N:3]=1)([O:17][CH3:18])[O:15][CH3:16], predict the reactants needed to synthesize it. (10) Given the product [CH3:15][O:14][C:12](=[O:13])[C:11]([NH:6][C:5]1[CH:7]=[CH:8][C:2]([Cl:1])=[CH:3][C:4]=1[F:9])=[O:16], predict the reactants needed to synthesize it. The reactants are: [Cl:1][C:2]1[CH:8]=[CH:7][C:5]([NH2:6])=[C:4]([F:9])[CH:3]=1.Cl[C:11](=[O:16])[C:12]([O:14][CH3:15])=[O:13].